From a dataset of Catalyst prediction with 721,799 reactions and 888 catalyst types from USPTO. Predict which catalyst facilitates the given reaction. (1) Reactant: [Cl:1][C:2]1[C:3]([F:24])=[C:4]([NH:9][C:10]2[C:19]3[C:14](=[CH:15][C:16](F)=[C:17]([N+:20]([O-:22])=[O:21])[CH:18]=3)[N:13]=[CH:12][N:11]=2)[CH:5]=[CH:6][C:7]=1[Cl:8].[CH3:25][CH2:26][O-:27].[Na+].O. Product: [Cl:1][C:2]1[C:3]([F:24])=[C:4]([NH:9][C:10]2[C:19]3[C:14](=[CH:15][C:16]([O:27][CH2:26][CH3:25])=[C:17]([N+:20]([O-:22])=[O:21])[CH:18]=3)[N:13]=[CH:12][N:11]=2)[CH:5]=[CH:6][C:7]=1[Cl:8]. The catalyst class is: 14. (2) Reactant: [CH:1]1([C:4]#[CH:5])[CH2:3][CH2:2]1.I[C:7]1[CH:12]=[CH:11][C:10]([O:13][CH3:14])=[CH:9][CH:8]=1.C(N(CC)CC)C. Product: [CH:1]1([C:4]#[C:5][C:7]2[CH:12]=[CH:11][C:10]([O:13][CH3:14])=[CH:9][CH:8]=2)[CH2:3][CH2:2]1. The catalyst class is: 804. (3) Reactant: C([N:3]1[CH:7]=[CH:6][N:5]=[CH:4]1)([N:3]1[CH:7]=[CH:6][N:5]=[CH:4]1)=O.[CH3:13][C@@H:14]([C:31]([OH:33])=[O:32])[C:15]1[CH:16]=[CH:17][C:18]([N:21]2[C:29](=[O:30])[C:28]3[CH:27]=[CH:26][CH:25]=[CH:24][C:23]=3[CH2:22]2)=[CH:19][CH:20]=1. Product: [CH3:13][CH:14]([C:31]([OH:33])=[O:32])[C:15]1[CH:16]=[CH:17][C:18]([N:21]2[C:29](=[O:30])[C:28]3[CH:27]=[CH:26][CH:25]=[CH:24][C:23]=3[CH2:22]2)=[CH:19][CH:20]=1.[N-:3]1[CH:7]=[CH:6][N:5]=[CH:4]1. The catalyst class is: 1.